Dataset: NCI-60 drug combinations with 297,098 pairs across 59 cell lines. Task: Regression. Given two drug SMILES strings and cell line genomic features, predict the synergy score measuring deviation from expected non-interaction effect. (1) Drug 1: C1=CC(=CC=C1CCC2=CNC3=C2C(=O)NC(=N3)N)C(=O)NC(CCC(=O)O)C(=O)O. Drug 2: CC1=C(N=C(N=C1N)C(CC(=O)N)NCC(C(=O)N)N)C(=O)NC(C(C2=CN=CN2)OC3C(C(C(C(O3)CO)O)O)OC4C(C(C(C(O4)CO)O)OC(=O)N)O)C(=O)NC(C)C(C(C)C(=O)NC(C(C)O)C(=O)NCCC5=NC(=CS5)C6=NC(=CS6)C(=O)NCCC[S+](C)C)O. Cell line: NCI/ADR-RES. Synergy scores: CSS=21.1, Synergy_ZIP=-3.63, Synergy_Bliss=1.33, Synergy_Loewe=4.98, Synergy_HSA=5.67. (2) Drug 1: COC1=NC(=NC2=C1N=CN2C3C(C(C(O3)CO)O)O)N. Drug 2: C1=NC(=NC(=O)N1C2C(C(C(O2)CO)O)O)N. Cell line: SN12C. Synergy scores: CSS=20.0, Synergy_ZIP=-0.637, Synergy_Bliss=11.8, Synergy_Loewe=-3.21, Synergy_HSA=4.39. (3) Drug 1: CNC(=O)C1=CC=CC=C1SC2=CC3=C(C=C2)C(=NN3)C=CC4=CC=CC=N4. Drug 2: C(CN)CNCCSP(=O)(O)O. Cell line: RXF 393. Synergy scores: CSS=-3.06, Synergy_ZIP=-0.707, Synergy_Bliss=-2.41, Synergy_Loewe=-4.28, Synergy_HSA=-2.60.